From a dataset of Forward reaction prediction with 1.9M reactions from USPTO patents (1976-2016). Predict the product of the given reaction. (1) Given the reactants Br[C:2]1[CH:7]=[CH:6][C:5]([O:8][CH:9]2[CH2:14][CH2:13][CH2:12][CH2:11][CH2:10]2)=[CH:4][CH:3]=1.[CH:15]1([C:19]([CH3:21])=[O:20])[CH2:18][CH2:17][CH2:16]1.C1C=CC(P(C2C=CC3C(=CC=CC=3)C=2C2C3C(=CC=CC=3)C=CC=2P(C2C=CC=CC=2)C2C=CC=CC=2)C2C=CC=CC=2)=CC=1.CC(C)([O-])C.[K+], predict the reaction product. The product is: [CH:15]1([C:19](=[O:20])[CH2:21][C:2]2[CH:7]=[CH:6][C:5]([O:8][CH:9]3[CH2:14][CH2:13][CH2:12][CH2:11][CH2:10]3)=[CH:4][CH:3]=2)[CH2:18][CH2:17][CH2:16]1. (2) Given the reactants O.[NH2:2][NH2:3].[CH3:4][C:5]1[CH:6]=[C:7]([CH:12]=[CH:13][CH:14]=1)[C:8](OC)=[O:9], predict the reaction product. The product is: [CH3:4][C:5]1[CH:6]=[C:7]([CH:12]=[CH:13][CH:14]=1)[C:8]([NH:2][NH2:3])=[O:9].